Dataset: Reaction yield outcomes from USPTO patents with 853,638 reactions. Task: Predict the reaction yield, written as a fraction of the theoretical maximum amount of product (1.0 means a 100% yield; for example, 0.34 means a 34% yield). (1) The reactants are [CH2:1]([O:3][C:4](=[O:19])[CH2:5][N:6]1[CH2:12][C:11]2[CH:13]=[C:14](Br)[CH:15]=[N:16][C:10]=2[NH:9][C:8](=[O:18])[CH2:7]1)[CH3:2].[C:20]([O:24][C:25]([CH3:28])([CH3:27])[CH3:26])(=[O:23])[CH:21]=[CH2:22].C(N(C(C)C)C(C)C)C.CC1C=CC=CC=1P(C1C=CC=CC=1C)C1C=CC=CC=1C. The catalyst is C(#N)CC.CN(C=O)C.CC([O-])=O.CC([O-])=O.[Pd+2]. The product is [C:25]([O:24][C:20](=[O:23])/[CH:21]=[CH:22]/[C:14]1[CH:15]=[N:16][C:10]2[NH:9][C:8](=[O:18])[CH2:7][N:6]([CH2:5][C:4]([O:3][CH2:1][CH3:2])=[O:19])[CH2:12][C:11]=2[CH:13]=1)([CH3:28])([CH3:27])[CH3:26]. The yield is 0.390. (2) The reactants are [NH2:1][C:2]1[C:3](Br)=[C:4]([CH:8]=[C:9]([F:11])[CH:10]=1)[C:5]([O-:7])=[O:6].[H][H].[CH3:15]O. The catalyst is [Pd]. The product is [NH2:1][C:2]1[CH:3]=[C:4]([CH:8]=[C:9]([F:11])[CH:10]=1)[C:5]([O:7][CH3:15])=[O:6]. The yield is 0.880. (3) The catalyst is CN(C)C=O.O. The yield is 0.690. The product is [CH3:1][O:2][C:3](=[O:13])[C:4]1[CH:12]=[CH:11][CH:10]=[C:6]([C:7]([NH:37][CH2:38][C:39]([C:41]2[CH:46]=[CH:45][C:44]([O:47][CH3:48])=[CH:43][CH:42]=2)=[O:40])=[O:9])[CH:5]=1. The reactants are [CH3:1][O:2][C:3](=[O:13])[C:4]1[CH:12]=[CH:11][CH:10]=[C:6]([C:7]([OH:9])=O)[CH:5]=1.CCN=C=NCCCN(C)C.Cl.C1C=CC2N(O)N=NC=2C=1.Cl.[NH2:37][CH2:38][C:39]([C:41]1[CH:46]=[CH:45][C:44]([O:47][CH3:48])=[CH:43][CH:42]=1)=[O:40].C(N(C(C)C)CC)(C)C. (4) The reactants are Br[C:2]1[CH:11]=[CH:10][C:5]([C:6]([O:8][CH3:9])=[O:7])=[C:4]([O:12][CH3:13])[CH:3]=1.[Cl:14][C:15]1[CH:20]=[CH:19][C:18](B(O)O)=[CH:17][CH:16]=1.[O-]P([O-])([O-])=O.[K+].[K+].[K+]. The catalyst is O1CCOCC1.CO.C1C=CC(P(C2C=CC=CC=2)[C-]2C=CC=C2)=CC=1.C1C=CC(P(C2C=CC=CC=2)[C-]2C=CC=C2)=CC=1.Cl[Pd]Cl.[Fe+2]. The product is [CH3:9][O:8][C:6]([C:5]1[CH:10]=[CH:11][C:2]([C:18]2[CH:19]=[CH:20][C:15]([Cl:14])=[CH:16][CH:17]=2)=[CH:3][C:4]=1[O:12][CH3:13])=[O:7]. The yield is 0.780. (5) The reactants are [CH:1]([C:4]1[CH:12]=[CH:11][C:10]2[NH:9][C:8]3[CH2:13][CH2:14][N:15]([CH3:17])[CH2:16][C:7]=3[C:6]=2[CH:5]=1)([CH3:3])[CH3:2].[OH-].[K+].[CH3:20][C:21]1[N:26]=[CH:25][C:24]([CH:27]=[CH2:28])=[CH:23][N:22]=1. The catalyst is CN1CCCC1=O.O. The product is [CH:1]([C:4]1[CH:12]=[CH:11][C:10]2[N:9]([CH2:28][CH2:27][C:24]3[CH:23]=[N:22][C:21]([CH3:20])=[N:26][CH:25]=3)[C:8]3[CH2:13][CH2:14][N:15]([CH3:17])[CH2:16][C:7]=3[C:6]=2[CH:5]=1)([CH3:3])[CH3:2]. The yield is 0.240.